Dataset: Reaction yield outcomes from USPTO patents with 853,638 reactions. Task: Predict the reaction yield, written as a fraction of the theoretical maximum amount of product (1.0 means a 100% yield; for example, 0.34 means a 34% yield). (1) The reactants are [C:1]([Br:5])(Br)(Br)[Br:2].C1C=CC(P(C2C=CC=CC=2)C2C=CC=CC=2)=CC=1.[CH:25]([O:28][C:29]1[CH:30]=[C:31]([CH:34]=[CH:35][C:36]=1[O:37][CH3:38])[CH:32]=O)([CH3:27])[CH3:26]. The catalyst is C(Cl)Cl.CCCCCC.[Zn]. The product is [Br:2][C:1]([Br:5])=[CH:32][C:31]1[CH:34]=[CH:35][C:36]([O:37][CH3:38])=[C:29]([O:28][CH:25]([CH3:27])[CH3:26])[CH:30]=1. The yield is 0.990. (2) The reactants are [CH3:1][S:2][C:3]1[CH:8]=[CH:7][C:6]([C:9]2[C:17]3[C:12](=[CH:13][CH:14]=[C:15]([C:18]4[N:22]=[CH:21][N:20](C(C5C=CC=CC=5)(C5C=CC=CC=5)C5C=CC=CC=5)[N:19]=4)[CH:16]=3)[N:11](C3CCCCO3)[N:10]=2)=[CH:5][CH:4]=1.C(Cl)Cl.ClC1C=C(C=CC=1)C(OO)=[O:56]. The catalyst is CCOC(C)=O. The product is [NH:19]1[C:18]([C:15]2[CH:16]=[C:17]3[C:12](=[CH:13][CH:14]=2)[NH:11][N:10]=[C:9]3[C:6]2[CH:7]=[CH:8][C:3]([S:2]([CH3:1])=[O:56])=[CH:4][CH:5]=2)=[N:22][CH:21]=[N:20]1. The yield is 0.104. (3) The reactants are [C:1]([N:4]1[C:13]2[C:8](=[CH:9][C:10](B3OC(C)(C)C(C)(C)O3)=[CH:11][CH:12]=2)[C@H:7]([NH:23][C:24]2[CH:31]=[CH:30][C:27]([C:28]#[N:29])=[CH:26][N:25]=2)[CH2:6][C@@H:5]1[CH3:32])(=[O:3])[CH3:2].Br[C:34]1[CH:39]=[CH:38][C:37]([CH2:40][C:41]([O:43][CH2:44][CH3:45])=[O:42])=[CH:36][CH:35]=1.C(=O)([O-])[O-].[K+].[K+]. The catalyst is C1(C)C=CC=CC=1.C(O)C.C1C=CC([P]([Pd]([P](C2C=CC=CC=2)(C2C=CC=CC=2)C2C=CC=CC=2)([P](C2C=CC=CC=2)(C2C=CC=CC=2)C2C=CC=CC=2)[P](C2C=CC=CC=2)(C2C=CC=CC=2)C2C=CC=CC=2)(C2C=CC=CC=2)C2C=CC=CC=2)=CC=1. The product is [C:1]([N:4]1[C:13]2[C:8](=[CH:9][C:10]([C:34]3[CH:39]=[CH:38][C:37]([CH2:40][C:41]([O:43][CH2:44][CH3:45])=[O:42])=[CH:36][CH:35]=3)=[CH:11][CH:12]=2)[C@H:7]([NH:23][C:24]2[CH:31]=[CH:30][C:27]([C:28]#[N:29])=[CH:26][N:25]=2)[CH2:6][C@@H:5]1[CH3:32])(=[O:3])[CH3:2]. The yield is 0.420. (4) The reactants are [F:1][N+]1C(C(F)(F)F)=CC(C(F)(F)F)=CC=1S([O-])(=O)=O.[OH:20][C:21]1[C:31]2[CH2:30][CH2:29][N:28]([C:32](=[O:37])[C:33]([F:36])([F:35])[F:34])[CH2:27][CH2:26][C:25]=2[CH:24]=[CH:23][CH:22]=1.C(O)(C(F)(F)F)C(F)(F)F. The catalyst is C(Cl)Cl. The product is [F:1][C:22]1[CH:23]=[CH:24][C:25]2[CH2:26][CH2:27][N:28]([C:32](=[O:37])[C:33]([F:36])([F:34])[F:35])[CH2:29][CH2:30][C:31]=2[C:21]=1[OH:20]. The yield is 0.680. (5) The reactants are [N:1]1[CH:6]=[CH:5][CH:4]=[CH:3][C:2]=1[C@@H:7]1[CH2:11][CH2:10][C@H:9]([N:12]2C(=O)C3=CC=CC=C3C2=O)[CH2:8]1.N1C=CC=CC=1[C@H]1CC[C@H](N)C1. No catalyst specified. The product is [N:1]1[CH:6]=[CH:5][CH:4]=[CH:3][C:2]=1[C@@H:7]1[CH2:11][CH2:10][C@H:9]([NH2:12])[CH2:8]1. The yield is 0.990. (6) The reactants are [CH2:1]([N:8]1[CH:12]=[C:11]([C:13]([O:15][CH2:16][CH3:17])=[O:14])[C:10]([O:18][CH2:19][C:20]2[CH:25]=[CH:24][C:23]([O:26][CH2:27][C:28]3[N:29]=[C:30]([C:34]4[O:35][CH:36]=[CH:37][CH:38]=4)[O:31][C:32]=3[CH3:33])=[C:22](Br)[CH:21]=2)=[N:9]1)[C:2]1[CH:7]=[CH:6][CH:5]=[CH:4][CH:3]=1.[CH2:40]([Sn](CC)(CC)CC)[CH3:41]. The catalyst is C1C=CC([P]([Pd]([P](C2C=CC=CC=2)(C2C=CC=CC=2)C2C=CC=CC=2)([P](C2C=CC=CC=2)(C2C=CC=CC=2)C2C=CC=CC=2)[P](C2C=CC=CC=2)(C2C=CC=CC=2)C2C=CC=CC=2)(C2C=CC=CC=2)C2C=CC=CC=2)=CC=1.C1(C)C=CC=CC=1. The product is [CH2:1]([N:8]1[CH:12]=[C:11]([C:13]([O:15][CH2:16][CH3:17])=[O:14])[C:10]([O:18][CH2:19][C:20]2[CH:25]=[CH:24][C:23]([O:26][CH2:27][C:28]3[N:29]=[C:30]([C:34]4[O:35][CH:36]=[CH:37][CH:38]=4)[O:31][C:32]=3[CH3:33])=[C:22]([CH2:40][CH3:41])[CH:21]=2)=[N:9]1)[C:2]1[CH:7]=[CH:6][CH:5]=[CH:4][CH:3]=1. The yield is 0.510. (7) The reactants are [OH:1][C:2]1[CH:7]=[CH:6][C:5]([C:8](=[C:19]2[CH2:24][C:23]([CH3:26])([CH3:25])[O:22][C:21]([CH3:28])([CH3:27])[CH2:20]2)[C:9]2[CH:18]=[CH:17][C:12]([C:13]([O:15]C)=[O:14])=[CH:11][CH:10]=2)=[CH:4][CH:3]=1.[OH-].[Na+]. The catalyst is C1COCC1.CCO. The product is [OH:1][C:2]1[CH:3]=[CH:4][C:5]([C:8](=[C:19]2[CH2:20][C:21]([CH3:28])([CH3:27])[O:22][C:23]([CH3:26])([CH3:25])[CH2:24]2)[C:9]2[CH:18]=[CH:17][C:12]([C:13]([OH:15])=[O:14])=[CH:11][CH:10]=2)=[CH:6][CH:7]=1. The yield is 0.830. (8) The product is [CH3:33][O:32][C:31]1[CH:30]=[C:29]([CH3:34])[NH:28][C:27](=[O:35])[C:26]=1[CH2:25][NH:24][C:23]([C:16]1[C:17]2[C:22](=[CH:21][CH:20]=[CH:19][CH:18]=2)[N:14]([CH:12]([CH:9]2[CH2:8][CH2:7][N:6]([CH2:5][C:4]([OH:38])=[O:3])[CH2:11][CH2:10]2)[CH3:13])[C:15]=1[CH3:37])=[O:36]. The catalyst is O. The reactants are C([O:3][C:4](=[O:38])[CH2:5][N:6]1[CH2:11][CH2:10][CH:9]([CH:12]([N:14]2[C:22]3[C:17](=[CH:18][CH:19]=[CH:20][CH:21]=3)[C:16]([C:23](=[O:36])[NH:24][CH2:25][C:26]3[C:27](=[O:35])[NH:28][C:29]([CH3:34])=[CH:30][C:31]=3[O:32][CH3:33])=[C:15]2[CH3:37])[CH3:13])[CH2:8][CH2:7]1)C.C1COCC1.CO.O.[OH-].[Li+]. The yield is 0.820. (9) The reactants are [CH3:1][C:2]1[S:6][CH:5]=[N:4][C:3]=1[C:7]([OH:9])=O.O1CCCC1.C(Cl)(=O)C(Cl)=O.[NH2:21][C:22]1[CH:23]=[C:24]([CH:41]=[CH:42][C:43]=1[F:44])[O:25][C:26]1[CH:27]=[CH:28][C:29]2[N:30]([CH:32]=[C:33]([NH:35][C:36]([CH:38]3[CH2:40][CH2:39]3)=[O:37])[N:34]=2)[N:31]=1. The catalyst is CN(C)C=O.CN1CCCC1=O. The product is [CH:38]1([C:36]([NH:35][C:33]2[N:34]=[C:29]3[CH:28]=[CH:27][C:26]([O:25][C:24]4[CH:41]=[CH:42][C:43]([F:44])=[C:22]([NH:21][C:7]([C:3]5[N:4]=[CH:5][S:6][C:2]=5[CH3:1])=[O:9])[CH:23]=4)=[N:31][N:30]3[CH:32]=2)=[O:37])[CH2:39][CH2:40]1. The yield is 0.470. (10) The reactants are [F:1][C:2]1[CH:7]=[CH:6][C:5]([N+:8]([O-:10])=[O:9])=[CH:4][C:3]=1[C@:11]1([CH3:29])[CH2:16][S:15](=[O:18])(=[O:17])[C:14]([CH3:20])([CH3:19])[C:13]([NH:21][C:22](=[O:28])[O:23][C:24]([CH3:27])([CH3:26])[CH3:25])=[N:12]1.[CH3:30][C:31]([O:34][C:35](O[C:35]([O:34][C:31]([CH3:33])([CH3:32])[CH3:30])=[O:36])=[O:36])([CH3:33])[CH3:32]. The catalyst is C(Cl)Cl.CN(C)C1C=CN=CC=1. The product is [C:24]([O:23][C:22]([N:21]([C:13]1[C:14]([CH3:20])([CH3:19])[S:15](=[O:18])(=[O:17])[CH2:16][C@:11]([C:3]2[CH:4]=[C:5]([N+:8]([O-:10])=[O:9])[CH:6]=[CH:7][C:2]=2[F:1])([CH3:29])[N:12]=1)[C:35](=[O:36])[O:34][C:31]([CH3:33])([CH3:32])[CH3:30])=[O:28])([CH3:27])([CH3:26])[CH3:25]. The yield is 0.960.